From a dataset of Forward reaction prediction with 1.9M reactions from USPTO patents (1976-2016). Predict the product of the given reaction. (1) Given the reactants Cl.C([O:9][C:10]1[CH:15]=[C:14]([C:16]2[CH:17]=[C:18]3[N:27]([CH3:28])[CH:26]=[CH:25][C:19]3=[N:20][C:21]=2[C@@H:22]([NH2:24])[CH3:23])[CH:13]=[CH:12][N:11]=1)C1C=CC=CC=1.Cl.N[C@H](C1N=C2C=CN(C)C2=CC=1C1C=CN=C(O)C=1)C.[NH2:50][C:51]1[N:56]=[C:55]([NH2:57])[C:54]([C:58]#[N:59])=[C:53](Cl)[N:52]=1.C(N(C(C)C)C(C)C)C, predict the reaction product. The product is: [NH2:50][C:51]1[N:56]=[C:55]([NH2:57])[C:54]([C:58]#[N:59])=[C:53]([NH:24][C@H:22]([C:21]2[N:20]=[C:19]3[CH:25]=[CH:26][N:27]([CH3:28])[C:18]3=[CH:17][C:16]=2[C:14]2[CH:13]=[CH:12][N:11]=[C:10]([OH:9])[CH:15]=2)[CH3:23])[N:52]=1. (2) Given the reactants FC(F)(F)C(O)=O.[CH3:8][O:9][C:10](=[O:37])[C@H:11]([CH2:30][CH2:31][CH2:32][NH:33][C:34](=[NH:36])[NH2:35])[N:12](C(OC(C)(C)C)=O)[C:13](=[O:22])[C:14]1[CH:19]=[CH:18][CH:17]=[C:16]([NH:20][NH2:21])[CH:15]=1, predict the reaction product. The product is: [CH3:8][O:9][C:10](=[O:37])[C@H:11]([CH2:30][CH2:31][CH2:32][NH:33][C:34](=[NH:35])[NH2:36])[NH:12][C:13](=[O:22])[C:14]1[CH:19]=[CH:18][CH:17]=[C:16]([NH:20][NH2:21])[CH:15]=1. (3) Given the reactants [C:1]([C:3]([CH3:11])=[C:4]([C:6]([O:8][CH2:9][CH3:10])=[O:7])[O-])#[N:2].[K+].CCO.Cl.[C:17]([NH:21][NH2:22])([CH3:20])([CH3:19])[CH3:18], predict the reaction product. The product is: [CH2:9]([O:8][C:6]([C:4]1[C:3]([CH3:11])=[C:1]([NH2:2])[N:21]([C:17]([CH3:20])([CH3:19])[CH3:18])[N:22]=1)=[O:7])[CH3:10]. (4) Given the reactants [CH3:1][O:2][C:3]1[CH:4]=[C:5]([NH:11][CH2:12][CH2:13][C:14]2[CH:19]=[CH:18][C:17]([C:20]([F:23])([F:22])[F:21])=[CH:16][CH:15]=2)[CH:6]=[CH:7][C:8]=1[O:9][CH3:10].[C:24]([O:28][C:29]([NH:31][CH:32]([C:36]1[CH:41]=[CH:40][CH:39]=[CH:38][C:37]=1[O:42][CH3:43])[C:33](O)=[O:34])=[O:30])([CH3:27])([CH3:26])[CH3:25], predict the reaction product. The product is: [C:24]([O:28][C:29](=[O:30])[NH:31][CH:32]([C:33](=[O:34])[N:11]([C:5]1[CH:6]=[CH:7][C:8]([O:9][CH3:10])=[C:3]([O:2][CH3:1])[CH:4]=1)[CH2:12][CH2:13][C:14]1[CH:19]=[CH:18][C:17]([C:20]([F:22])([F:21])[F:23])=[CH:16][CH:15]=1)[C:36]1[CH:41]=[CH:40][CH:39]=[CH:38][C:37]=1[O:42][CH3:43])([CH3:27])([CH3:25])[CH3:26]. (5) The product is: [CH3:1][C:2]1([CH3:8])[C:6](=[N:15][S:13]([C:10]([CH3:12])([CH3:11])[CH3:9])=[O:14])[CH2:5][CH2:4][O:3]1. Given the reactants [CH3:1][C:2]1([CH3:8])[C:6](=O)[CH2:5][CH2:4][O:3]1.[CH3:9][C:10]([S:13]([NH2:15])=[O:14])([CH3:12])[CH3:11], predict the reaction product. (6) Given the reactants [N:1]1([CH2:6][CH:7]2[CH2:11][N:10]([C:12]3[CH:13]=[N:14][N:15]4[CH2:20][C@H:19]([CH3:21])[N:18]([C:22](OC(C)(C)C)=[O:23])[CH2:17][C:16]=34)[C:9](=[O:29])[CH2:8]2)[CH:5]=[CH:4][CH:3]=[N:2]1.C(N(C(C)C)C(C)C)C.[F:39][C:40]1[CH:41]=[C:42]([NH:48]C(=O)OC2C=CC=CC=2)[CH:43]=[C:44]([F:47])[C:45]=1[F:46], predict the reaction product. The product is: [CH3:21][C@H:19]1[CH2:20][N:15]2[N:14]=[CH:13][C:12]([N:10]3[CH2:11][CH:7]([CH2:6][N:1]4[CH:5]=[CH:4][CH:3]=[N:2]4)[CH2:8][C:9]3=[O:29])=[C:16]2[CH2:17][N:18]1[C:22]([NH:48][C:42]1[CH:41]=[C:40]([F:39])[C:45]([F:46])=[C:44]([F:47])[CH:43]=1)=[O:23].